Task: Predict the product of the given reaction.. Dataset: Forward reaction prediction with 1.9M reactions from USPTO patents (1976-2016) (1) The product is: [CH2:1]([N:3]1[C:4](=[O:17])[CH:5]([CH2:10][C:11]2[CH:16]=[CH:15][CH:14]=[CH:13][CH:12]=2)[CH2:6][C@H:7]1[C:8]([OH:18])=[O:9])[CH3:2]. Given the reactants [CH2:1]([N:3]1[CH:7]([CH2:8][OH:9])[CH2:6][CH:5]([CH2:10][C:11]2[CH:16]=[CH:15][CH:14]=[CH:13][CH:12]=2)[C:4]1=[O:17])[CH3:2].[OH:18]P([O-])(O)=O.[Na+].CC1(C)N([O])C(C)(C)CCC1.Cl([O-])=O.[Na+].Cl[O-].[Na+].ClCl.S([O-])([O-])=O.[Na+].[Na+].Cl, predict the reaction product. (2) Given the reactants [Na:1].[O:2]1[CH2:7][CH2:6][O:5][CH2:4][CH:3]1[CH2:8][O:9][C:10]1[CH:15]=[CH:14][N:13]=[C:12]([CH2:16][S:17]([C:19]2[NH:23][C:22]3[CH:24]=[CH:25][CH:26]=[CH:27][C:21]=3[N:20]=2)=[O:18])[C:11]=1[CH3:28].Cl[C:30]1C(C)=C[N+]([O-])=C(C)C=1C, predict the reaction product. The product is: [Na:1].[O:2]1[CH2:7][CH2:6][O:5][CH2:4][CH:3]1[CH2:8][O:9][C:10]1[C:15]([CH3:30])=[CH:14][N:13]=[C:12]([CH2:16][S:17]([C:19]2[NH:20][C:21]3[CH:27]=[CH:26][CH:25]=[CH:24][C:22]=3[N:23]=2)=[O:18])[C:11]=1[CH3:28]. (3) Given the reactants C1C(=O)N([Br:8])C(=O)C1.[F:9][C:10]1[CH:18]=[CH:17][C:13]([C:14]([OH:16])=[O:15])=[CH:12][C:11]=1[N+:19]([O-:21])=[O:20], predict the reaction product. The product is: [Br:8][C:18]1[CH:17]=[C:13]([CH:12]=[C:11]([N+:19]([O-:21])=[O:20])[C:10]=1[F:9])[C:14]([OH:16])=[O:15]. (4) Given the reactants [NH2:1][C:2]1([C:5]([NH:7][C@@H:8]2[CH2:14][CH2:13][C:12]3[CH:15]=[CH:16][CH:17]=[CH:18][C:11]=3[N:10]3[CH:19]=[CH:20][N:21]=[C:9]23)=[O:6])[CH2:4][CH2:3]1.[Cl:22][C:23]1[CH:31]=[CH:30][C:26]([C:27](O)=[O:28])=[CH:25][CH:24]=1.F[P-](F)(F)(F)(F)F.N1(OC(N(C)C)=[N+](C)C)C2N=CC=CC=2N=N1.C(N(C(C)C)CC)(C)C, predict the reaction product. The product is: [Cl:22][C:23]1[CH:31]=[CH:30][C:26]([C:27]([NH:1][C:2]2([C:5](=[O:6])[NH:7][C@@H:8]3[CH2:14][CH2:13][C:12]4[CH:15]=[CH:16][CH:17]=[CH:18][C:11]=4[N:10]4[CH:19]=[CH:20][N:21]=[C:9]34)[CH2:3][CH2:4]2)=[O:28])=[CH:25][CH:24]=1. (5) Given the reactants [F:1][C:2]1[CH:7]=[CH:6][C:5]([C:8]2[O:9][CH2:10][CH:11]([C:13](OC)=[O:14])[N:12]=2)=[CH:4][CH:3]=1.[Cl-].[Li+].[BH4-].[Na+], predict the reaction product. The product is: [F:1][C:2]1[CH:3]=[CH:4][C:5]([C:8]2[O:9][CH2:10][CH:11]([CH2:13][OH:14])[N:12]=2)=[CH:6][CH:7]=1.